Dataset: Reaction yield outcomes from USPTO patents with 853,638 reactions. Task: Predict the reaction yield, written as a fraction of the theoretical maximum amount of product (1.0 means a 100% yield; for example, 0.34 means a 34% yield). (1) The reactants are FC(F)(F)S(O[C:7]1[C:8]([C:18]([N:20]([O:22][CH3:23])[CH3:21])=[O:19])=[CH:9][C:10]([Cl:17])=[C:11]2[C:16]=1[N:15]=[CH:14][CH:13]=[CH:12]2)(=O)=O.[CH3:26][O:27][CH2:28][C@H:29]1[CH2:33][CH2:32][CH2:31][NH:30]1.C(=O)([O-])[O-].[Cs+].[Cs+]. The catalyst is O1CCCC1.ClCCl.C([O-])(=O)C.[Pd+2].C([O-])(=O)C.C1(P(C2C=CC=CC=2)C2C=CC3C(=CC=CC=3)C=2C2C3C(=CC=CC=3)C=CC=2P(C2C=CC=CC=2)C2C=CC=CC=2)C=CC=CC=1. The product is [Cl:17][C:10]1[CH:9]=[C:8]([C:18]([N:20]([O:22][CH3:23])[CH3:21])=[O:19])[C:7]([N:30]2[CH2:31][CH2:32][CH2:33][C@@H:29]2[CH2:28][O:27][CH3:26])=[C:16]2[C:11]=1[CH:12]=[CH:13][CH:14]=[N:15]2. The yield is 0.960. (2) The yield is 0.890. No catalyst specified. The reactants are [C:1]([C:3]1[CH:4]=[C:5]([NH:10][C:11](=[O:14])[CH2:12][CH3:13])[CH:6]=[C:7]([F:9])[CH:8]=1)#[N:2].O1C2C=CC(CNC3C=C(C=CC=3F)C#N)=CC=2OCC1.Br[CH2:37][C:38]1[CH:43]=[CH:42][C:41]([C:44]2[CH:49]=[CH:48][CH:47]=[CH:46][CH:45]=2)=[CH:40][CH:39]=1. The product is [C:41]1([C:44]2[CH:45]=[CH:46][CH:47]=[CH:48][CH:49]=2)[CH:40]=[CH:39][C:38]([CH2:37][N:10]([C:5]2[CH:6]=[C:7]([F:9])[CH:8]=[C:3]([C:1]#[N:2])[CH:4]=2)[C:11](=[O:14])[CH2:12][CH3:13])=[CH:43][CH:42]=1. (3) The reactants are [Br:1][C:2]1[CH:3]=[C:4]([CH3:9])[C:5]([NH2:8])=[N:6][CH:7]=1.[Cl:10][C:11]1[CH:12]=[C:13]([CH:16]=[CH:17][CH:18]=1)[CH:14]=O.O.C1(C)C=CC(S(O)(=O)=O)=CC=1.[N+:31]([C:33]([CH3:36])([CH3:35])[CH3:34])#[C-:32]. The catalyst is CO. The product is [Br:1][C:2]1[CH:3]=[C:4]([CH3:9])[C:5]2[N:6]([C:32]([NH:31][C:33]([CH3:36])([CH3:35])[CH3:34])=[C:14]([C:13]3[CH:16]=[CH:17][CH:18]=[C:11]([Cl:10])[CH:12]=3)[N:8]=2)[CH:7]=1. The yield is 0.310. (4) The reactants are [O:1]1[CH2:6][CH2:5][N:4]([C:7]2[CH:8]=[C:9]3[C:15]([C:16]([O:18][CH3:19])=[O:17])=[N:14][N:13](COCC[Si](C)(C)C)[C:10]3=[N:11][CH:12]=2)[CH2:3][CH2:2]1.Cl. No catalyst specified. The product is [O:1]1[CH2:2][CH2:3][N:4]([C:7]2[CH:8]=[C:9]3[C:15]([C:16]([O:18][CH3:19])=[O:17])=[N:14][NH:13][C:10]3=[N:11][CH:12]=2)[CH2:5][CH2:6]1. The yield is 0.270. (5) The reactants are [CH2:1]([C:4]([CH2:11][C:12]#[CH:13])(C(O)=O)[C:5]([OH:7])=[O:6])[C:2]#[CH:3].C(=O)=O. No catalyst specified. The product is [CH2:1]([CH:4]([CH2:11][C:12]#[CH:13])[C:5]([OH:7])=[O:6])[C:2]#[CH:3]. The yield is 0.799. (6) The reactants are [C:1]([C:4]1[C:9]([O:10][CH2:11][CH2:12][CH2:13][C:14]([O:16]CC)=[O:15])=[C:8]([CH2:19][CH2:20][CH3:21])[C:7]([O:22][CH2:23][CH2:24][CH2:25][S:26][C:27]2[CH:32]=[CH:31][C:30]([C:33](=[O:35])[CH3:34])=[C:29]([OH:36])[C:28]=2[CH2:37][CH2:38][CH3:39])=[CH:6][CH:5]=1)(=[O:3])[CH3:2].[OH-].[Na+].O.Cl. The catalyst is C(O)C. The product is [C:1]([C:4]1[C:9]([O:10][CH2:11][CH2:12][CH2:13][C:14]([OH:16])=[O:15])=[C:8]([CH2:19][CH2:20][CH3:21])[C:7]([O:22][CH2:23][CH2:24][CH2:25][S:26][C:27]2[CH:32]=[CH:31][C:30]([C:33](=[O:35])[CH3:34])=[C:29]([OH:36])[C:28]=2[CH2:37][CH2:38][CH3:39])=[CH:6][CH:5]=1)(=[O:3])[CH3:2]. The yield is 0.652. (7) The reactants are [OH:1][C:2]1[CH:10]=[C:9]2[C:5]([CH:6]=[CH:7][NH:8]2)=[CH:4][CH:3]=1.[Si:11](Cl)([C:14]([CH3:17])([CH3:16])[CH3:15])([CH3:13])[CH3:12].N1C=CN=C1.CN(C)C=O. The catalyst is C(OCC)(=O)C. The product is [O:1]([C:2]1[CH:10]=[C:9]2[C:5]([CH:6]=[CH:7][NH:8]2)=[CH:4][CH:3]=1)[Si:11]([C:14]([CH3:17])([CH3:16])[CH3:15])([CH3:13])[CH3:12]. The yield is 0.880. (8) The reactants are [CH3:1][O:2][C:3]([C:5]1[S:9][C:8]2[C:10]([Cl:14])=[CH:11][CH:12]=[CH:13][C:7]=2[C:6]=1OS(C(F)(F)F)(=O)=O)=O.CC(C)([O-])C.[Na+].[C:29]([O:33][CH3:34])(=[O:32])[CH2:30][SH:31].Cl.BrC[C:38]([O:40][CH2:41][CH3:42])=[O:39].C([O-])([O-])=O.[K+].[K+]. The catalyst is CN(C=O)C.O. The product is [CH3:34][O:33][C:29]([C:30]1[S:31][C:6]2[C:7]3[CH:13]=[CH:12][CH:11]=[C:10]([Cl:14])[C:8]=3[S:9][C:5]=2[C:3]=1[O:2][CH2:1][C:38]([O:40][CH2:41][CH3:42])=[O:39])=[O:32]. The yield is 0.160. (9) The reactants are [CH3:1][O:2][C:3]1[CH:4]=[C:5]2[C:10](=[CH:11][C:12]=1[O:13][CH2:14][C@@H:15]1[CH2:17][O:16]1)[N:9]=[CH:8][CH:7]=[C:6]2[O:18][C:19]1[C:20]([CH3:29])=[N:21][C:22]2[C:27]([CH:28]=1)=[CH:26][CH:25]=[CH:24][CH:23]=2.FC(F)(F)C(O)=[O:33].C(=O)([O-])O.[Na+]. The catalyst is ClCCl. The product is [CH3:1][O:2][C:3]1[CH:4]=[C:5]2[C:10](=[CH:11][C:12]=1[O:13][CH2:14][C@@H:15]([OH:16])[CH2:17][OH:33])[N:9]=[CH:8][CH:7]=[C:6]2[O:18][C:19]1[C:20]([CH3:29])=[N:21][C:22]2[C:27]([CH:28]=1)=[CH:26][CH:25]=[CH:24][CH:23]=2. The yield is 0.760.